Dataset: Forward reaction prediction with 1.9M reactions from USPTO patents (1976-2016). Task: Predict the product of the given reaction. (1) Given the reactants [C:1]([O:5][C:6]([N:8]1[CH2:13][CH:12]=[C:11]([C:14]2[CH:19]=[CH:18][C:17]([C@@H:20]([N:22]3[CH2:27][CH2:26][C@:25]([CH2:34][C:35]([OH:38])([CH3:37])[CH3:36])([C:28]4[CH:33]=[CH:32][CH:31]=[CH:30][CH:29]=4)[O:24][C:23]3=[O:39])[CH3:21])=[CH:16][CH:15]=2)[CH2:10][CH2:9]1)=[O:7])([CH3:4])([CH3:3])[CH3:2], predict the reaction product. The product is: [C:1]([O:5][C:6]([N:8]1[CH2:13][CH2:12][CH:11]([C:14]2[CH:19]=[CH:18][C:17]([C@@H:20]([N:22]3[CH2:27][CH2:26][C@:25]([CH2:34][C:35]([OH:38])([CH3:37])[CH3:36])([C:28]4[CH:29]=[CH:30][CH:31]=[CH:32][CH:33]=4)[O:24][C:23]3=[O:39])[CH3:21])=[CH:16][CH:15]=2)[CH2:10][CH2:9]1)=[O:7])([CH3:3])([CH3:2])[CH3:4]. (2) Given the reactants [CH3:1][O:2][CH2:3][O:4][C:5]1[CH:10]=[CH:9][C:8]([CH2:11][CH2:12][CH3:13])=[CH:7][C:6]=1[CH2:14][OH:15], predict the reaction product. The product is: [CH3:1][O:2][CH2:3][O:4][C:5]1[CH:10]=[CH:9][C:8]([CH2:11][CH2:12][CH3:13])=[CH:7][C:6]=1[CH:14]=[O:15]. (3) Given the reactants [Na].[C:2]([O:8][CH3:9])(=[O:7])[CH2:3][C:4]([CH3:6])=[O:5].O[N:11]=[C:12](Cl)[C:13]1[CH:18]=[CH:17][N:16]=[CH:15][CH:14]=1, predict the reaction product. The product is: [CH3:6][C:4]1[O:5][N:11]=[C:12]([C:13]2[CH:18]=[CH:17][N:16]=[CH:15][CH:14]=2)[C:3]=1[C:2]([O:8][CH3:9])=[O:7]. (4) Given the reactants [H-].C([Al+]CC(C)C)C(C)C.[OH:11][CH:12]([CH:22]1[CH2:27][CH:26]2[CH2:28][CH:23]1[CH:24]=[CH:25]2)[C:13]([F:21])([F:20])[C:14](=[O:19])[C:15]([F:18])([F:17])[F:16].Cl, predict the reaction product. The product is: [CH:23]12[CH2:28][CH:26]([CH:25]=[CH:24]1)[CH2:27][CH:22]2[CH:12]([OH:11])[C:13]([F:20])([F:21])[CH:14]([OH:19])[C:15]([F:18])([F:17])[F:16].